From a dataset of Reaction yield outcomes from USPTO patents with 853,638 reactions. Predict the reaction yield, written as a fraction of the theoretical maximum amount of product (1.0 means a 100% yield; for example, 0.34 means a 34% yield). The reactants are [C:1]([NH2:10])(=O)[C:2]1[C:3](=[CH:5][CH:6]=[CH:7][CH:8]=1)[OH:4].[C:11]([CH:14]([CH2:27][CH2:28][CH3:29])[C:15]([NH:17][C:18]1[CH:23]=[CH:22][C:21]([CH:24]([CH3:26])[CH3:25])=[CH:20][CH:19]=1)=[O:16])(=O)[CH3:12]. The catalyst is C1(C)C(C)=CC=CC=1. The product is [OH:4][C:3]1[CH:5]=[CH:6][CH:7]=[CH:8][C:2]=1[C:1]1[N:17]([C:18]2[CH:23]=[CH:22][C:21]([CH:24]([CH3:26])[CH3:25])=[CH:20][CH:19]=2)[C:15](=[O:16])[C:14]([CH2:27][CH2:28][CH3:29])=[C:11]([CH3:12])[N:10]=1. The yield is 0.220.